Dataset: Forward reaction prediction with 1.9M reactions from USPTO patents (1976-2016). Task: Predict the product of the given reaction. Given the reactants [CH2:1]([C:3]1[CH:4]=[C:5]2[C:9](=[CH:10][C:11]=1[CH2:12][CH3:13])[CH2:8][CH:7]([NH:14][CH2:15][C@@H:16]([C:18]1[CH:19]=CC(O)=[C:22]([NH:24][CH:25]=O)[CH:23]=1)[OH:17])[CH2:6]2)[CH3:2].[BH4-].[Na+].C(O[C:34](=O)[CH3:35])(=O)C.O1[CH2:42][CH2:41][O:40][CH2:39][CH2:38]1, predict the reaction product. The product is: [CH2:1]([N:14]([CH:7]1[CH2:8][C:9]2[C:5](=[CH:4][C:3]([CH2:1][CH3:2])=[C:11]([CH2:12][CH3:13])[CH:10]=2)[CH2:6]1)[CH2:15][C@@H:16]([C:18]1[CH:19]=[CH:42][C:41]([O:40][CH2:39][C:38]2[CH:35]=[CH:34][CH:8]=[CH:7][CH:6]=2)=[C:22]([NH:24][CH3:25])[CH:23]=1)[OH:17])[C:3]1[CH:4]=[CH:5][CH:9]=[CH:10][CH:11]=1.